From a dataset of Forward reaction prediction with 1.9M reactions from USPTO patents (1976-2016). Predict the product of the given reaction. (1) Given the reactants [O:1]=[C:2]1[N:11]([C:12]2[CH:13]=[C:14]([S:18]([N:21]3[C:30]4[C:25](=[CH:26][C:27]([C:31]([O:33]C)=[O:32])=[CH:28][CH:29]=4)[CH2:24][CH2:23][CH2:22]3)(=[O:20])=[O:19])[CH:15]=[CH:16][CH:17]=2)[C:10](=[O:35])[C:9]2[C:4](=[CH:5][CH:6]=[CH:7][CH:8]=2)[NH:3]1.CO.C1COCC1.[OH-].[Na+], predict the reaction product. The product is: [O:1]=[C:2]1[N:11]([C:12]2[CH:13]=[C:14]([S:18]([N:21]3[C:30]4[C:25](=[CH:26][C:27]([C:31]([OH:33])=[O:32])=[CH:28][CH:29]=4)[CH2:24][CH2:23][CH2:22]3)(=[O:20])=[O:19])[CH:15]=[CH:16][CH:17]=2)[C:10](=[O:35])[C:9]2[C:4](=[CH:5][CH:6]=[CH:7][CH:8]=2)[NH:3]1. (2) Given the reactants [NH:1]1[CH2:6][CH2:5][CH2:4][CH2:3][CH2:2]1.Cl.C(N=C=NCCCN(C)C)C.[CH3:19][O:20][C:21]1[C:22](=[O:48])[C:23]([CH3:47])=[C:24]([CH2:30][C:31]2[CH:32]=[CH:33][C:34]([O:40][C:41]3[CH:46]=[CH:45][CH:44]=[CH:43][CH:42]=3)=[C:35]([CH:39]=2)[C:36](O)=[O:37])[C:25](=[O:29])[C:26]=1[O:27][CH3:28], predict the reaction product. The product is: [CH3:19][O:20][C:21]1[C:22](=[O:48])[C:23]([CH3:47])=[C:24]([CH2:30][C:31]2[CH:32]=[CH:33][C:34]([O:40][C:41]3[CH:46]=[CH:45][CH:44]=[CH:43][CH:42]=3)=[C:35]([CH:39]=2)[C:36]([N:1]2[CH2:6][CH2:5][CH2:4][CH2:3][CH2:2]2)=[O:37])[C:25](=[O:29])[C:26]=1[O:27][CH3:28]. (3) Given the reactants [N:1]1[CH:6]=[CH:5][C:4]([NH:7][C:8]([CH:10]2[CH2:15][CH2:14][N:13]([C:16]([O:18][CH2:19][C:20]3[CH:25]=[CH:24][CH:23]=[CH:22][CH:21]=3)=[O:17])[CH2:12][CH2:11]2)=O)=[CH:3][CH:2]=1.B.C1COCC1, predict the reaction product. The product is: [N:1]1[CH:2]=[CH:3][C:4]([NH:7][CH2:8][CH:10]2[CH2:15][CH2:14][N:13]([C:16]([O:18][CH2:19][C:20]3[CH:21]=[CH:22][CH:23]=[CH:24][CH:25]=3)=[O:17])[CH2:12][CH2:11]2)=[CH:5][CH:6]=1. (4) Given the reactants Br[C:2]1[CH:3]=[N:4][C:5]([O:8]N2C3=NC=CC=C3N=N2)=[N:6][CH:7]=1.COOB([C:23]1[CH:24]=[N:25]C=C[CH:28]=1)O.[C:29]([O-])([O-])=O.[Cs+].[Cs+].[CH3:35][O:36][CH2:37][CH2:38][O:39]C, predict the reaction product. The product is: [CH3:35][O:36][C:37]1[C:38]([O:39][C:7]2[CH:2]=[CH:3][N:4]([CH3:29])[C:5](=[O:8])[N:6]=2)=[CH:28][CH:23]=[CH:24][N:25]=1. (5) Given the reactants [Br:1][C:2]1[CH:3]=[C:4]2[C:9](=[CH:10][CH:11]=1)[CH:8]=[C:7]([OH:12])[CH:6]=[CH:5]2.[CH3:13][CH:14]1[CH2:19][CH2:18][CH2:17][CH2:16][N:15]1[CH2:20][CH2:21]O.C1(P(C2C=CC=CC=2)C2C=CC=CC=2)C=CC=CC=1.N(C(OC(C)C)=O)=NC(OC(C)C)=O, predict the reaction product. The product is: [Br:1][C:2]1[CH:3]=[C:4]2[C:9](=[CH:10][CH:11]=1)[CH:8]=[C:7]([O:12][CH2:21][CH2:20][N:15]1[CH2:16][CH2:17][CH2:18][CH2:19][CH:14]1[CH3:13])[CH:6]=[CH:5]2. (6) Given the reactants [OH:1][C@H:2]1[CH2:7][CH2:6][CH2:5][CH2:4][C@@H:3]1[N:8]1[C:17](=[O:18])[C:16]2[C:11](=[C:12]3[CH:37]=[CH:36][CH:35]=[CH:34][C:13]3=[C:14]([CH2:19][N:20]3[CH2:25][CH2:24][C:23]([C:28]4C=CC=CN=4)([C:26]#[N:27])[CH2:22][CH2:21]3)[CH:15]=2)[N:10]=[CH:9]1.N1C=CC=CC=1C1(C#N)CCNCC1, predict the reaction product. The product is: [OH:1][C@H:2]1[CH2:7][CH2:6][CH2:5][CH2:4][C@@H:3]1[N:8]1[C:17](=[O:18])[C:16]2[C:11](=[C:12]3[CH:37]=[CH:36][CH:35]=[CH:34][C:13]3=[C:14]([CH2:19][N:20]3[CH2:21][CH2:22][C:23]([CH3:28])([C:26]#[N:27])[CH2:24][CH2:25]3)[CH:15]=2)[N:10]=[CH:9]1. (7) Given the reactants [Cl:1][C:2]1[CH:3]=[C:4]([S:8]([N:11]2[CH2:17][CH2:16][CH2:15][CH:14]([NH:18][C:19](=[O:26])[C@@H:20]([NH2:25])[CH2:21][CH:22]([CH3:24])[CH3:23])[CH:13]([OH:27])[CH2:12]2)(=[O:10])=[O:9])[CH:5]=[CH:6][CH:7]=1.[O:28]1[C:32]2[CH:33]=[CH:34][CH:35]=[CH:36][C:31]=2[CH:30]=[C:29]1[C:37](O)=[O:38].ON1C2C=CC=CC=2N=N1, predict the reaction product. The product is: [Cl:1][C:2]1[CH:3]=[C:4]([S:8]([N:11]2[CH2:17][CH2:16][CH2:15][CH:14]([NH:18][C:19]([C@@H:20]([NH:25][C:37]([C:29]3[O:28][C:32]4[CH:33]=[CH:34][CH:35]=[CH:36][C:31]=4[CH:30]=3)=[O:38])[CH2:21][CH:22]([CH3:24])[CH3:23])=[O:26])[CH:13]([OH:27])[CH2:12]2)(=[O:9])=[O:10])[CH:5]=[CH:6][CH:7]=1. (8) Given the reactants Br[Zn][CH2:3][C:4]([O:6][CH2:7][CH3:8])=[O:5].[C:9]1(=[O:16])[CH:14]=[CH:13][C:12](=[O:15])[CH:11]=[CH:10]1.Cl.C(OCC)(=O)C, predict the reaction product. The product is: [OH:16][C:9]1([CH2:3][C:4]([O:6][CH2:7][CH3:8])=[O:5])[CH:14]=[CH:13][C:12](=[O:15])[CH:11]=[CH:10]1. (9) Given the reactants [CH3:1][C:2]1[CH:7]=[CH:6][C:5]([NH:8][C:9]([C:11]2[CH:12]=[C:13]3[C:17](=[CH:18][CH:19]=2)[CH:16]([N:20]2[CH2:25][CH2:24][N:23](C(OC(C)(C)C)=O)[CH2:22][CH2:21]2)[CH2:15][CH2:14]3)=[O:10])=[CH:4][C:3]=1[NH:33][C:34]1[N:39]=[C:38]([C:40]2[CH:41]=[N:42][CH:43]=[CH:44][CH:45]=2)[CH:37]=[CH:36][N:35]=1, predict the reaction product. The product is: [CH3:1][C:2]1[CH:7]=[CH:6][C:5]([NH:8][C:9]([C:11]2[CH:12]=[C:13]3[C:17](=[CH:18][CH:19]=2)[CH:16]([N:20]2[CH2:21][CH2:22][NH:23][CH2:24][CH2:25]2)[CH2:15][CH2:14]3)=[O:10])=[CH:4][C:3]=1[NH:33][C:34]1[N:39]=[C:38]([C:40]2[CH:41]=[N:42][CH:43]=[CH:44][CH:45]=2)[CH:37]=[CH:36][N:35]=1. (10) The product is: [F:1][C:2]1[CH:3]=[C:4]([CH:9]2[O:25][C:48](=[O:50])[NH:45][CH:10]2[CH2:14][C:15]2[CH:20]=[CH:19][C:18]([C:21]([F:24])([F:23])[F:22])=[CH:17][CH:16]=2)[CH:5]=[CH:6][C:7]=1[F:8]. Given the reactants [F:1][C:2]1[CH:3]=[C:4]([CH:9]([OH:25])[CH:10]([CH2:14][C:15]2[CH:20]=[CH:19][C:18]([C:21]([F:24])([F:23])[F:22])=[CH:17][CH:16]=2)C(O)=O)[CH:5]=[CH:6][C:7]=1[F:8].C1(P(N=[N+]=[N-])(C2C=CC=CC=2)=O)C=CC=CC=1.C([N:45]([CH2:48]C)CC)C.[OH2:50], predict the reaction product.